This data is from Catalyst prediction with 721,799 reactions and 888 catalyst types from USPTO. The task is: Predict which catalyst facilitates the given reaction. (1) Reactant: [Br:1][C:2]1[CH:7]=[CH:6][C:5]([C@H:8]([NH2:10])[CH3:9])=[CH:4][CH:3]=1.[CH:11](N(C(C)C)CC)([CH3:13])[CH3:12].[CH2:20](Br)[CH:21]=[CH2:22]. Product: [CH2:13]([N:10]([CH2:22][CH:21]=[CH2:20])[C@@H:8]([C:5]1[CH:6]=[CH:7][C:2]([Br:1])=[CH:3][CH:4]=1)[CH3:9])[CH:11]=[CH2:12]. The catalyst class is: 11. (2) Reactant: [I:1][C:2]1[C:10]2[C:5](=[CH:6][CH:7]=[C:8]([C:11]([OH:13])=O)[CH:9]=2)[N:4]([S:14]([C:17]2[CH:23]=[CH:22][C:20]([CH3:21])=[CH:19][CH:18]=2)(=[O:16])=[O:15])[CH:3]=1.[F:24][C:25]([F:33])([F:32])[CH2:26][NH:27][C:28]([NH:30][NH2:31])=S.Cl.C(N=C=NCCCN(C)C)C.O. Product: [I:1][C:2]1[C:10]2[C:5](=[CH:6][CH:7]=[C:8]([C:11]3[O:13][C:28]([NH:27][CH2:26][C:25]([F:33])([F:32])[F:24])=[N:30][N:31]=3)[CH:9]=2)[N:4]([S:14]([C:17]2[CH:18]=[CH:19][C:20]([CH3:21])=[CH:22][CH:23]=2)(=[O:15])=[O:16])[CH:3]=1. The catalyst class is: 3. (3) Reactant: [CH2:1]([C:4]1[CH:13]=[N:12][C:11]2[C:6](=[CH:7][CH:8]=[CH:9][CH:10]=2)[N:5]=1)[CH2:2][CH3:3]. Product: [CH2:1]([C@H:4]1[CH2:13][NH:12][C:11]2[C:6](=[CH:7][CH:8]=[CH:9][CH:10]=2)[NH:5]1)[CH2:2][CH3:3]. The catalyst class is: 11. (4) Reactant: [CH:1]1([CH2:7][C@H:8]([N:17]2[CH2:25][C:24]3[C:19](=[CH:20][CH:21]=[CH:22][CH:23]=3)[C:18]2=[O:26])[C:9]([NH:11][C:12]2[S:13][CH:14]=[CH:15][N:16]=2)=[O:10])[CH2:6][CH2:5][CH2:4][CH2:3][CH2:2]1.[Br:27]N1C(=O)CCC1=O.C(OOC(=O)C1C=CC=CC=1)(=O)C1C=CC=CC=1. Product: [Br:27][C:14]1[S:13][C:12]([NH:11][C:9](=[O:10])[CH:8]([N:17]2[CH2:25][C:24]3[C:19](=[CH:20][CH:21]=[CH:22][CH:23]=3)[C:18]2=[O:26])[CH2:7][CH:1]2[CH2:6][CH2:5][CH2:4][CH2:3][CH2:2]2)=[N:16][CH:15]=1. The catalyst class is: 53. (5) Reactant: [C:1]1(=[O:11])[NH:5][C:4](=[O:6])[C:3]2=[CH:7][CH:8]=[CH:9][CH:10]=[C:2]12.C(=O)([O-])[O-].[K+].[K+].Br[CH2:19][CH2:20][CH:21]=[CH2:22]. Product: [CH2:22]([N:5]1[C:1](=[O:11])[C:2]2[C:3](=[CH:7][CH:8]=[CH:9][CH:10]=2)[C:4]1=[O:6])[CH2:21][CH:20]=[CH2:19]. The catalyst class is: 10. (6) Reactant: F[P-](F)(F)(F)(F)F.N1(O[P+](N(C)C)(N(C)C)N(C)C)C2C=CC=CC=2N=N1.[S:28]1[CH:32]=[CH:31][CH:30]=[C:29]1[C:33]([OH:35])=O.C(N(C(C)C)CC)(C)C.[CH3:45][O:46][C:47]1[CH:48]=[C:49]([NH:57][C:58]2[N:59]=[CH:60][C:61]3[CH2:67][NH:66][CH2:65][CH2:64][C:62]=3[N:63]=2)[CH:50]=[C:51]([O:55][CH3:56])[C:52]=1[O:53][CH3:54]. Product: [S:28]1[CH:32]=[CH:31][CH:30]=[C:29]1[C:33]([N:66]1[CH2:65][CH2:64][C:62]2[N:63]=[C:58]([NH:57][C:49]3[CH:48]=[C:47]([O:46][CH3:45])[C:52]([O:53][CH3:54])=[C:51]([O:55][CH3:56])[CH:50]=3)[N:59]=[CH:60][C:61]=2[CH2:67]1)=[O:35]. The catalyst class is: 31. (7) Reactant: [CH3:1][N:2]1[C:11]2[C:6](=[CH:7][C:8]([C:18]([F:21])([F:20])[F:19])=[C:9]([C:12]3[CH:13]=[N:14][N:15]([CH3:17])[CH:16]=3)[CH:10]=2)[N:5]([C:22]2[C:26]3[CH2:27][NH:28][CH2:29][CH2:30][C:25]=3[N:24]([CH:31]3[CH2:36][CH2:35][O:34][CH2:33][CH2:32]3)[N:23]=2)[CH2:4][CH2:3]1.C(N(CC)CC)C.[CH3:44][NH:45][C:46](N1C=CN=C1)=[O:47]. Product: [CH3:44][NH:45][C:46]([N:28]1[CH2:29][CH2:30][C:25]2[N:24]([CH:31]3[CH2:36][CH2:35][O:34][CH2:33][CH2:32]3)[N:23]=[C:22]([N:5]3[C:6]4[C:11](=[CH:10][C:9]([C:12]5[CH:13]=[N:14][N:15]([CH3:17])[CH:16]=5)=[C:8]([C:18]([F:20])([F:19])[F:21])[CH:7]=4)[N:2]([CH3:1])[CH2:3][CH2:4]3)[C:26]=2[CH2:27]1)=[O:47]. The catalyst class is: 2. (8) Reactant: [Br:1][C:2]1[CH:3]=[C:4]([C:8]2[CH:9]=[CH:10][C:11]3[NH:16][C:15](=[O:17])[O:14][C:13]([CH3:19])([CH3:18])[C:12]=3[CH:20]=2)[CH:5]=[CH:6][CH:7]=1.[H-].[Na+].I[CH3:24].S([O-])([O-])(=O)=O.[NH4+].[NH4+]. Product: [Br:1][C:2]1[CH:3]=[C:4]([C:8]2[CH:9]=[CH:10][C:11]3[N:16]([CH3:24])[C:15](=[O:17])[O:14][C:13]([CH3:18])([CH3:19])[C:12]=3[CH:20]=2)[CH:5]=[CH:6][CH:7]=1. The catalyst class is: 39. (9) Reactant: [Cl:1][C:2]1[CH:3]=[C:4]([C@@H:12]([CH2:16][CH:17]2[CH2:21][CH2:20][CH2:19][CH2:18]2)[C:13]([OH:15])=O)[CH:5]=[CH:6][C:7]=1[S:8]([CH3:11])(=[O:10])=[O:9].C(Cl)(=O)C(Cl)=O.[NH2:28][C:29]1[CH:34]=[N:33][C:32]([CH:35]=[C:36]([CH3:38])[CH3:37])=[CH:31][N:30]=1.N1C=CC=CC=1. Product: [Cl:1][C:2]1[CH:3]=[C:4]([C@@H:12]([CH2:16][CH:17]2[CH2:21][CH2:20][CH2:19][CH2:18]2)[C:13]([NH:28][C:29]2[CH:34]=[N:33][C:32]([CH:35]=[C:36]([CH3:38])[CH3:37])=[CH:31][N:30]=2)=[O:15])[CH:5]=[CH:6][C:7]=1[S:8]([CH3:11])(=[O:9])=[O:10]. The catalyst class is: 306. (10) Reactant: [C:1]([N:4]1[CH2:21][CH2:20][C:7]2([NH:11][C:10](=[O:12])[C@H:9]([CH2:13][C:14]3[CH:19]=[CH:18][CH:17]=[CH:16][CH:15]=3)[NH:8]2)[CH2:6][CH2:5]1)(=[O:3])[CH3:2].O.C[Si]([Cl:27])(C)C. Product: [ClH:27].[C:1]([N:4]1[CH2:5][CH2:6][C:7]2([NH:11][C:10](=[O:12])[C@H:9]([CH2:13][C:14]3[CH:19]=[CH:18][CH:17]=[CH:16][CH:15]=3)[NH:8]2)[CH2:20][CH2:21]1)(=[O:3])[CH3:2]. The catalyst class is: 573.